From a dataset of Catalyst prediction with 721,799 reactions and 888 catalyst types from USPTO. Predict which catalyst facilitates the given reaction. (1) Reactant: [Cl:1][C:2]1[CH:7]=[C:6]([CH:8]([F:10])[F:9])[CH:5]=[CH:4][N:3]=1.[Cl:11]N1C(=O)N(Cl)C(=O)N(Cl)C1=O.C1(C(OOC(=O)C2C=CC=CC=2)=O)C=CC=CC=1. Product: [Cl:1][C:2]1[CH:7]=[C:6]([C:8]([Cl:11])([F:10])[F:9])[CH:5]=[CH:4][N:3]=1. The catalyst class is: 53. (2) Reactant: [F:1][C:2]([F:27])([F:26])[CH:3]1[CH2:8][CH2:7][N:6]([S:9]([N:12]2[CH2:17][CH2:16][O:15][C:14]3[N:18]=[CH:19][C:20]([C:22]([O:24]C)=[O:23])=[CH:21][C:13]2=3)(=[O:11])=[O:10])[CH2:5][CH2:4]1.O.[OH-].[Li+].O. Product: [F:27][C:2]([F:1])([F:26])[CH:3]1[CH2:8][CH2:7][N:6]([S:9]([N:12]2[CH2:17][CH2:16][O:15][C:14]3[N:18]=[CH:19][C:20]([C:22]([OH:24])=[O:23])=[CH:21][C:13]2=3)(=[O:10])=[O:11])[CH2:5][CH2:4]1. The catalyst class is: 5. (3) Product: [CH3:26][O:25][C:23]([C:22]1[CH:27]=[CH:28][C:19]([C:17](=[O:18])[CH2:16][CH2:15][C:13]([C:10]2[CH:9]=[CH:8][C:7]([O:6][CH2:1][CH2:2][CH2:3][CH2:4][CH3:5])=[CH:12][CH:11]=2)=[O:14])=[CH:20][CH:21]=1)=[O:24]. The catalyst class is: 433. Reactant: [CH2:1]([O:6][C:7]1[CH:12]=[CH:11][C:10]([C:13]([CH:15]=[CH2:16])=[O:14])=[CH:9][CH:8]=1)[CH2:2][CH2:3][CH2:4][CH3:5].[CH:17]([C:19]1[CH:28]=[CH:27][C:22]([C:23]([O:25][CH3:26])=[O:24])=[CH:21][CH:20]=1)=[O:18].C(N(CC)CC)C. (4) Product: [ClH:17].[C:11]1([C:10]2[C:3]([O:2][CH3:1])=[C:4]([C:5]3[NH:19][C:20]4[CH:21]=[CH:22][C:23]5[C:28](=[C:27]([OH:31])[CH:26]=[C:25]([C:32]([OH:34])=[O:33])[CH:24]=5)[C:29]=4[N:30]=3)[CH:7]=[CH:8][CH:9]=2)[CH:16]=[CH:15][CH:14]=[CH:13][CH:12]=1. Reactant: [CH3:1][O:2][C:3]1[C:10]([C:11]2[CH:16]=[CH:15][CH:14]=[CH:13][CH:12]=2)=[CH:9][CH:8]=[CH:7][C:4]=1[CH:5]=O.[ClH:17].Cl.[NH2:19][C:20]1[C:29]([NH2:30])=[C:28]2[C:23]([CH:24]=[C:25]([C:32]([OH:34])=[O:33])[CH:26]=[C:27]2[OH:31])=[CH:22][CH:21]=1.S(=O)(O)[O-].[Na+]. The catalyst class is: 88. (5) Reactant: [N+:1]([C:4]1[CH:5]=[C:6]2[C:11](=[CH:12][CH:13]=1)[N:10]=[C:9]([C:14]1[CH:22]=[CH:21][C:17]3[O:18][CH2:19][O:20][C:16]=3[CH:15]=1)[N:8]=[CH:7]2)([O-])=O.Cl[Sn]Cl. Product: [NH2:1][C:4]1[CH:5]=[C:6]2[C:11](=[CH:12][CH:13]=1)[N:10]=[C:9]([C:14]1[CH:22]=[CH:21][C:17]3[O:18][CH2:19][O:20][C:16]=3[CH:15]=1)[N:8]=[CH:7]2. The catalyst class is: 8. (6) Reactant: [CH:1]1[C:6]2[NH:7][C:8]3[C:9](=[CH:10][CH:11]=[C:12]4[C:20]=3[NH:19][C:18]3[C:13]4=[CH:14][CH:15]=[CH:16][CH:17]=3)[C:5]=2[CH:4]=[CH:3][CH:2]=1.Br[C:22]1[CH:27]=[CH:26][CH:25]=[CH:24][CH:23]=1.CC([O-])(C)C.[Na+].P(C(C)(C)C)(C(C)(C)C)C(C)(C)C. Product: [C:22]1([N:7]2[C:8]3[C:9](=[CH:10][CH:11]=[C:12]4[C:13]5[CH:14]=[CH:15][CH:16]=[CH:17][C:18]=5[NH:19][C:20]4=3)[C:5]3[C:6]2=[CH:1][CH:2]=[CH:3][CH:4]=3)[CH:27]=[CH:26][CH:25]=[CH:24][CH:23]=1. The catalyst class is: 101. (7) Reactant: [C:1]1([S:7][CH:8]=[C:9]([C:14]2[CH:19]=[C:18]([Cl:20])[CH:17]=[C:16]([Cl:21])[CH:15]=2)[C:10]([F:13])([F:12])[F:11])[CH:6]=[CH:5][CH:4]=[CH:3][CH:2]=1.[OH:22]O.C1(C)C=CC=CC=1.O. Product: [C:1]1([S:7]([CH:8]=[C:9]([C:14]2[CH:19]=[C:18]([Cl:20])[CH:17]=[C:16]([Cl:21])[CH:15]=2)[C:10]([F:13])([F:11])[F:12])=[O:22])[CH:2]=[CH:3][CH:4]=[CH:5][CH:6]=1. The catalyst class is: 15. (8) Reactant: [CH2:1]([O:8][C:9]1[CH:14]=[CH:13][N:12]([CH2:15][CH2:16][C:17]2[CH:18]=[C:19]3[C:24](=[CH:25][CH:26]=2)[CH2:23][NH:22][CH2:21][CH2:20]3)[C:11](=[O:27])[CH:10]=1)[C:2]1[CH:7]=[CH:6][CH:5]=[CH:4][CH:3]=1.C=O.[C:30](O[BH-](OC(=O)C)OC(=O)C)(=O)C.[Na+].C([O-])([O-])=O.[Na+].[Na+]. Product: [CH2:1]([O:8][C:9]1[CH:14]=[CH:13][N:12]([CH2:15][CH2:16][C:17]2[CH:18]=[C:19]3[C:24](=[CH:25][CH:26]=2)[CH2:23][N:22]([CH3:30])[CH2:21][CH2:20]3)[C:11](=[O:27])[CH:10]=1)[C:2]1[CH:3]=[CH:4][CH:5]=[CH:6][CH:7]=1. The catalyst class is: 15. (9) The catalyst class is: 5. Product: [Br:37][C:38]1[CH:43]=[CH:42][C:41]([CH2:44][N:21]2[CH2:22][CH2:23][CH:19]([CH2:18][NH:17][C:15](=[O:16])[C:14]3[CH:13]=[CH:12][C:11]([C:9]4[O:10][C:6]5[C:5]([CH:27]([CH3:29])[CH3:28])=[CH:4][C:3]([C:1]#[N:2])=[CH:26][C:7]=5[N:8]=4)=[CH:25][CH:24]=3)[CH2:20]2)=[CH:40][CH:39]=1. Reactant: [C:1]([C:3]1[CH:4]=[C:5]([CH:27]([CH3:29])[CH3:28])[C:6]2[O:10][C:9]([C:11]3[CH:25]=[CH:24][C:14]([C:15]([NH:17][CH2:18][CH:19]4[CH2:23][CH2:22][NH:21][CH2:20]4)=[O:16])=[CH:13][CH:12]=3)=[N:8][C:7]=2[CH:26]=1)#[N:2].C(N(CC)CC)C.[Br:37][C:38]1[CH:43]=[CH:42][C:41]([CH2:44]Br)=[CH:40][CH:39]=1. (10) Reactant: [Br:1][C:2]1[CH:18]=[CH:17][C:5]([C:6]([NH:8][NH:9]C(OC(C)(C)C)=O)=[O:7])=[C:4]([CH3:19])[CH:3]=1. Product: [Br:1][C:2]1[CH:18]=[CH:17][C:5]([C:6]([NH:8][NH2:9])=[O:7])=[C:4]([CH3:19])[CH:3]=1. The catalyst class is: 89.